Dataset: Full USPTO retrosynthesis dataset with 1.9M reactions from patents (1976-2016). Task: Predict the reactants needed to synthesize the given product. (1) Given the product [Cl:1][C:2]1[CH:3]=[CH:4][C:5]([C:25]#[N:26])=[C:6]([C:8]2[C:13]([O:14][CH3:15])=[CH:12][N:11]([CH:16]([CH2:20][CH2:21][O:22][CH3:23])[C:17]([NH:36][C:34]3[CH:33]=[CH:32][C:31]4[N:30]([CH:29]=[N:28][N:27]=4)[CH:35]=3)=[O:18])[C:10](=[O:24])[CH:9]=2)[CH:7]=1, predict the reactants needed to synthesize it. The reactants are: [Cl:1][C:2]1[CH:3]=[CH:4][C:5]([C:25]#[N:26])=[C:6]([C:8]2[C:13]([O:14][CH3:15])=[CH:12][N:11]([CH:16]([CH2:20][CH2:21][O:22][CH3:23])[C:17](O)=[O:18])[C:10](=[O:24])[CH:9]=2)[CH:7]=1.[N:27]1[N:28]=[CH:29][N:30]2[CH:35]=[C:34]([NH2:36])[CH:33]=[CH:32][C:31]=12. (2) Given the product [F:1][C:2]1[CH:10]=[C:9]2[C:5]([CH:6]=[CH:7][N:8]2[S:11]([C:14]2[CH:15]=[CH:16][CH:17]=[CH:18][CH:19]=2)(=[O:12])=[O:13])=[C:4]2[CH:20]([CH3:25])[NH:21][CH2:22][CH2:23][O:24][C:3]=12, predict the reactants needed to synthesize it. The reactants are: [F:1][C:2]1[CH:10]=[C:9]2[C:5]([CH:6]=[CH:7][N:8]2[S:11]([C:14]2[CH:19]=[CH:18][CH:17]=[CH:16][CH:15]=2)(=[O:13])=[O:12])=[C:4]2[C:20]([CH3:25])=[N:21][CH2:22][CH2:23][O:24][C:3]=12.[BH3-]C#N.[Na+].